From a dataset of Forward reaction prediction with 1.9M reactions from USPTO patents (1976-2016). Predict the product of the given reaction. Given the reactants [C:1](=[O:8])([O:3][C:4]([CH3:7])([CH3:6])[CH3:5])[NH2:2].[OH-].[Na+].ClN1C(C)(C)C(=O)N(Cl)C1=[O:14].[F:22][C:23]([F:33])([F:32])[C:24]1[CH:25]=[C:26]([CH:29]=[CH:30][CH:31]=1)[CH:27]=[CH2:28].S([O-])([O-])=O.[Na+].[Na+], predict the reaction product. The product is: [F:22][C:23]([F:32])([F:33])[C:24]1[CH:25]=[C:26]([C@H:27]([NH:2][C:1](=[O:8])[O:3][C:4]([CH3:7])([CH3:6])[CH3:5])[CH2:28][OH:14])[CH:29]=[CH:30][CH:31]=1.